From a dataset of Reaction yield outcomes from USPTO patents with 853,638 reactions. Predict the reaction yield, written as a fraction of the theoretical maximum amount of product (1.0 means a 100% yield; for example, 0.34 means a 34% yield). (1) The reactants are [Cl:1][C:2]1[CH:24]=[C:23]([Cl:25])[CH:22]=[CH:21][C:3]=1[CH2:4][N:5]1[C:9]([CH2:10][CH2:11][C:12]([O:14]CC)=[O:13])=[CH:8][C:7]([O:17][CH:18]([CH3:20])[CH3:19])=[N:6]1.[OH-].[Na+].O1CCCC1.Cl. The catalyst is [Cl-].[Na+].O.CO. The product is [Cl:1][C:2]1[CH:24]=[C:23]([Cl:25])[CH:22]=[CH:21][C:3]=1[CH2:4][N:5]1[C:9]([CH2:10][CH2:11][C:12]([OH:14])=[O:13])=[CH:8][C:7]([O:17][CH:18]([CH3:19])[CH3:20])=[N:6]1. The yield is 0.820. (2) The reactants are [F:1][C:2]1[CH:9]=[CH:8][C:5]([NH:6][CH3:7])=[CH:4][CH:3]=1.Br.Br[CH:12]([C:14]1[CH:15]=[C:16]([C:31]([N:33]([CH3:35])[CH3:34])=[O:32])[CH:17]=[C:18]2[C:23]=1[O:22][C:21]([N:24]1[CH2:29][CH2:28][O:27][CH2:26][CH2:25]1)=[CH:20][C:19]2=[O:30])[CH3:13]. No catalyst specified. The product is [F:1][C:2]1[CH:9]=[CH:8][C:5]([N:6]([CH3:7])[CH:12]([C:14]2[CH:15]=[C:16]([C:31]([N:33]([CH3:35])[CH3:34])=[O:32])[CH:17]=[C:18]3[C:23]=2[O:22][C:21]([N:24]2[CH2:29][CH2:28][O:27][CH2:26][CH2:25]2)=[CH:20][C:19]3=[O:30])[CH3:13])=[CH:4][CH:3]=1. The yield is 0.519. (3) The reactants are Cl[C:2]1[C:11]2[C:6](=[CH:7][CH:8]=[CH:9][CH:10]=2)[CH:5]=[CH:4][N:3]=1.[Cl:12][C:13]1[CH:14]=[C:15]([CH:17]=[CH:18][CH:19]=1)[NH2:16]. The catalyst is C(O)(C)C.Cl. The product is [Cl:12][C:13]1[CH:14]=[C:15]([NH:16][C:2]2[C:11]3[C:6](=[CH:7][CH:8]=[CH:9][CH:10]=3)[CH:5]=[CH:4][N:3]=2)[CH:17]=[CH:18][CH:19]=1. The yield is 0.380.